Dataset: Full USPTO retrosynthesis dataset with 1.9M reactions from patents (1976-2016). Task: Predict the reactants needed to synthesize the given product. (1) The reactants are: [CH3:1][S-:2].[Na+].CN(C)C=O.[F:9][C:10]1[CH:11]=[C:12]([CH:15]=[CH:16][C:17]=1F)[C:13]#[N:14]. Given the product [F:9][C:10]1[CH:11]=[C:12]([CH:15]=[CH:16][C:17]=1[S:2][CH3:1])[C:13]#[N:14], predict the reactants needed to synthesize it. (2) Given the product [F:1][C:2]1[CH:3]=[C:4]([N:9]2[CH:14]=[CH:13][C:12](=[O:15])[C:11]([CH:16]([C:17]3[CH:22]=[CH:21][CH:20]=[C:19]([C:23]4[N:28]=[CH:27][C:26]([O:29][CH2:30][C:31]([OH:34])([CH3:32])[CH3:33])=[CH:25][N:24]=4)[CH:18]=3)[CH3:39])=[N:10]2)[CH:5]=[CH:6][C:7]=1[F:8].[F:1][C:2]1[CH:3]=[C:4]([N:9]2[CH:14]=[CH:13][C:12](=[O:15])[C:11]([CH:16]([C:17]3[CH:22]=[CH:21][CH:20]=[C:19]([C:23]4[N:24]=[CH:25][C:26]([O:29][CH2:30][C:31]([O:42][CH3:39])([CH3:33])[CH3:32])=[CH:27][N:28]=4)[CH:18]=3)[CH3:36])=[N:10]2)[CH:5]=[CH:6][C:7]=1[F:8], predict the reactants needed to synthesize it. The reactants are: [F:1][C:2]1[CH:3]=[C:4]([N:9]2[CH:14]=[CH:13][C:12](=[O:15])[C:11]([CH2:16][C:17]3[CH:22]=[CH:21][CH:20]=[C:19]([C:23]4[N:28]=[CH:27][C:26]([O:29][CH2:30][C:31]([OH:34])([CH3:33])[CH3:32])=[CH:25][N:24]=4)[CH:18]=3)=[N:10]2)[CH:5]=[CH:6][C:7]=1[F:8].I[CH3:36].[H-].[Na+].[C:39]([O-:42])(O)=O.[Na+]. (3) Given the product [C:18]([O:17][C:15](=[O:16])[NH:14][C@H:10]1[CH2:9][S:8][C:3]2[CH:4]=[CH:5][CH:6]=[CH:7][C:2]=2[NH:1][C:11]1=[O:12])([CH3:21])([CH3:20])[CH3:19], predict the reactants needed to synthesize it. The reactants are: [NH2:1][C:2]1[CH:7]=[CH:6][CH:5]=[CH:4][C:3]=1[S:8][CH2:9][C@H:10]([NH:14][C:15]([O:17][C:18]([CH3:21])([CH3:20])[CH3:19])=[O:16])[C:11](O)=[O:12].Cl.C(N=C=NCCCN(C)C)C.CN1CCOCC1. (4) Given the product [S:13]1[C:2](=[O:3])[C:1](=[O:5])[C:8]2[CH:9]=[CH:10][CH:11]=[CH:12][C:7]1=2, predict the reactants needed to synthesize it. The reactants are: [C:1](Cl)(=[O:5])[C:2](Cl)=[O:3].[C:7]1([SH:13])[CH:12]=[CH:11][CH:10]=[CH:9][CH:8]=1.[Cl-].[Al+3].[Cl-].[Cl-]. (5) Given the product [Br:16][C:17]1[CH:22]=[C:21]2[C:20](=[CH:19][CH:18]=1)[NH:23][C:5]1[CH2:6][CH2:7][CH:2]([CH3:1])[CH2:3][C:4]2=1, predict the reactants needed to synthesize it. The reactants are: [CH3:1][CH:2]1[CH2:7][CH2:6][C:5](=O)[CH2:4][CH2:3]1.C1CCCCC1.Cl.[Br:16][C:17]1[CH:22]=[CH:21][C:20]([NH:23]N)=[CH:19][CH:18]=1. (6) Given the product [C:1]([O:4][C@@H:5]([C@H:16]1[C@H:21]([NH:22][C:23](=[O:24])[CH3:25])[C@@H:20]([N:30]=[N+:31]=[N-:32])[CH:19]=[C:18]([C:26]([O:28][CH3:29])=[O:27])[O:17]1)[C@H:6]([O:12][C:13](=[O:15])[CH3:14])[CH2:7][O:8][C:9](=[O:11])[CH3:10])(=[O:3])[CH3:2], predict the reactants needed to synthesize it. The reactants are: [C:1]([O:4][C@@H:5]([C@H:16]1[C@@H:21]2[N:22]=[C:23]([CH3:25])[O:24][C@@H:20]2[CH:19]=[C:18]([C:26]([O:28][CH3:29])=[O:27])[O:17]1)[C@H:6]([O:12][C:13](=[O:15])[CH3:14])[CH2:7][O:8][C:9](=[O:11])[CH3:10])(=[O:3])[CH3:2].[N:30]([Si](C)(C)C)=[N+:31]=[N-:32].N([O-])=O.[Na+].Cl.